Predict the product of the given reaction. From a dataset of Forward reaction prediction with 1.9M reactions from USPTO patents (1976-2016). (1) Given the reactants C([O:5][C:6](=[O:12])[C@@H:7]1[CH2:11][CH2:10][CH2:9][NH:8]1)(C)(C)C.[O:13]=[C:14]([C:18]1[CH:23]=[C:22]([O:24][CH3:25])[C:21]([O:26][CH3:27])=[C:20]([O:28][CH3:29])[CH:19]=1)[C:15]([OH:17])=O.CCN=C=N[CH2:35][CH2:36][CH2:37]N(C)C.Cl.[CH:42]1C=CC2N(O)N=NC=2C=1.CCN(C(C)C)C(C)C, predict the reaction product. The product is: [C:36]([C@:7]1([C:6]([OH:5])=[O:12])[CH2:11][CH2:10][CH2:9][N:8]1[C:15](=[O:17])[C:14](=[O:13])[C:18]1[CH:23]=[C:22]([O:24][CH3:25])[C:21]([O:26][CH3:27])=[C:20]([O:28][CH3:29])[CH:19]=1)([CH3:37])([CH3:42])[CH3:35]. (2) Given the reactants ClC1[N:10]=[C:9]2[C:5]([N:6]=[CH:7][N:8]2C2CCCCO2)=[C:4]([NH:17][CH2:18][C:19]2[C:28]3[C:23](=[CH:24][CH:25]=[CH:26][CH:27]=3)[CH:22]=[CH:21][CH:20]=2)[N:3]=1.C([N:31](C(C)C)C(C)C)C.C(O[CH2:42][CH3:43])(=O)C, predict the reaction product. The product is: [C:19]1([CH2:18][NH:17][C:4]2[N:3]=[C:43]([C:42]#[N:31])[N:10]=[C:9]3[C:5]=2[N:6]=[CH:7][NH:8]3)[C:28]2[C:23](=[CH:24][CH:25]=[CH:26][CH:27]=2)[CH:22]=[CH:21][CH:20]=1. (3) Given the reactants [C@H:1]1([NH:10][C:11]2[CH:20]=[CH:19][C:18]3[C:13](=[CH:14][CH:15]=[C:16]([NH:21][C:22]([NH2:24])=S)[CH:17]=3)[N:12]=2)[C:9]2[C:4](=[CH:5][CH:6]=[CH:7][CH:8]=2)[CH2:3][CH2:2]1.CI, predict the reaction product. The product is: [CH2:1]([NH:10][C:22]([NH:21][C:16]1[CH:17]=[C:18]2[C:13](=[CH:14][CH:15]=1)[N:12]=[C:11]([NH:10][C@H:1]1[C:9]3[C:4](=[CH:5][CH:6]=[CH:7][CH:8]=3)[CH2:3][CH2:2]1)[CH:20]=[CH:19]2)=[NH:24])[C:9]1[CH:4]=[CH:5][CH:6]=[CH:7][CH:8]=1. (4) Given the reactants F[C:2]1[CH:7]=[CH:6][C:5]([N+:8]([O-:10])=[O:9])=[CH:4][C:3]=1[F:11].[NH:12]1[CH2:17][CH2:16][S:15][CH2:14][CH2:13]1.C(N(C(C)C)C(C)C)C, predict the reaction product. The product is: [F:11][C:3]1[CH:4]=[C:5]([N+:8]([O-:10])=[O:9])[CH:6]=[CH:7][C:2]=1[N:12]1[CH2:17][CH2:16][S:15][CH2:14][CH2:13]1. (5) Given the reactants [OH:1][C:2]1[C:3](=[O:16])[CH:4]=[C:5]([CH2:8][O:9][CH:10]2[CH2:15][CH2:14][CH2:13][CH2:12][O:11]2)[O:6][CH:7]=1.[OH-:17].[Na+].[CH2:19]=O.Cl, predict the reaction product. The product is: [OH:1][C:2]1[C:3](=[O:16])[CH:4]=[C:5]([CH2:8][O:9][CH:10]2[CH2:15][CH2:14][CH2:13][CH2:12][O:11]2)[O:6][C:7]=1[CH2:19][OH:17]. (6) Given the reactants [Br:1][C:2]1[CH:3]=[C:4]([C:10]([CH3:13])([CH3:12])[CH3:11])[CH:5]=[C:6]([CH:8]=[O:9])[CH:7]=1.[CH3:14][Mg]Br.[Cl-].[NH4+], predict the reaction product. The product is: [Br:1][C:2]1[CH:7]=[C:6]([CH:8]([OH:9])[CH3:14])[CH:5]=[C:4]([C:10]([CH3:13])([CH3:12])[CH3:11])[CH:3]=1.